From a dataset of Catalyst prediction with 721,799 reactions and 888 catalyst types from USPTO. Predict which catalyst facilitates the given reaction. (1) Reactant: [CH3:1][C@@H:2]1[CH2:7][CH2:6][C@H:5]([O:8][C:9]2[C:10]([C:21]([F:24])([F:23])[F:22])=[C:11]3[C:16](=[CH:17][CH:18]=2)[CH:15]=[C:14]([CH:19]=O)[CH:13]=[CH:12]3)[CH2:4][CH2:3]1.Cl.[NH:26]1[CH2:31][CH2:30][O:29][CH:28]([CH2:32][C:33]([O:35]C)=[O:34])[CH2:27]1.C(O[BH-](OC(=O)C)OC(=O)C)(=O)C.[Na+].C(O)(=O)C.[OH-].[Na+].O. Product: [CH3:1][C@@H:2]1[CH2:3][CH2:4][C@H:5]([O:8][C:9]2[C:10]([C:21]([F:22])([F:23])[F:24])=[C:11]3[C:16](=[CH:17][CH:18]=2)[CH:15]=[C:14]([CH2:19][N:26]2[CH2:31][CH2:30][O:29][CH:28]([CH2:32][C:33]([OH:35])=[O:34])[CH2:27]2)[CH:13]=[CH:12]3)[CH2:6][CH2:7]1. The catalyst class is: 36. (2) Product: [F:12][C:11]([F:14])([F:13])[O:10][C:7]1[CH:8]=[CH:9][C:4]([C:3]2[CH:18]=[C:17]([C:16]([O:20][CH3:21])=[O:19])[O:1][N:2]=2)=[CH:5][CH:6]=1. The catalyst class is: 260. Reactant: [OH:1][N:2]=[C:3](Cl)[C:4]1[CH:9]=[CH:8][C:7]([O:10][C:11]([F:14])([F:13])[F:12])=[CH:6][CH:5]=1.[C:16]([O:20][CH3:21])(=[O:19])[C:17]#[CH:18].CCN(CC)CC. (3) Reactant: [CH3:1][N:2]([CH2:4][CH2:5][CH2:6][C:7]1([C:18]2[CH:19]=[CH:20][C:21]([F:24])=[CH:22][CH:23]=2)[O:15][CH2:14][C:13]2[CH:12]=[C:11]([C:16]#[N:17])[CH:10]=[CH:9][C:8]1=2)[CH3:3].C(O)(=O)C.C[Si](C)(C)[Br:31].C(OCC)C. Product: [CH3:1][N:2]([CH2:4][CH2:5][CH2:6][C:7]1([C:18]2[CH:23]=[CH:22][C:21]([F:24])=[CH:20][CH:19]=2)[O:15][CH2:14][C:13]2[CH:12]=[C:11]([C:16]#[N:17])[CH:10]=[CH:9][C:8]1=2)[CH3:3].[BrH:31]. The catalyst class is: 10. (4) Reactant: Br[C:2]1[CH:3]=[C:4]([N:8]([C:13]2[C:32]([CH:33]3[CH2:35][CH2:34]3)=[CH:31][C:16]3[C:17]([C:27]([NH:29][CH3:30])=[O:28])=[C:18]([C:20]4[CH:25]=[CH:24][C:23]([F:26])=[CH:22][CH:21]=4)[O:19][C:15]=3[CH:14]=2)[S:9]([CH3:12])(=[O:11])=[O:10])[CH:5]=[CH:6][CH:7]=1.C([O-])(=O)C.[K+].[B:41]1([B:41]2[O:45][C:44]([CH3:47])([CH3:46])[C:43]([CH3:49])([CH3:48])[O:42]2)[O:45][C:44]([CH3:47])([CH3:46])[C:43]([CH3:49])([CH3:48])[O:42]1. Product: [CH:33]1([C:32]2[C:13]([N:8]([C:4]3[CH:5]=[CH:6][CH:7]=[C:2]([B:41]4[O:45][C:44]([CH3:47])([CH3:46])[C:43]([CH3:49])([CH3:48])[O:42]4)[CH:3]=3)[S:9]([CH3:12])(=[O:11])=[O:10])=[CH:14][C:15]3[O:19][C:18]([C:20]4[CH:25]=[CH:24][C:23]([F:26])=[CH:22][CH:21]=4)=[C:17]([C:27]([NH:29][CH3:30])=[O:28])[C:16]=3[CH:31]=2)[CH2:35][CH2:34]1. The catalyst class is: 12. (5) Reactant: Br[C:2]1[CH:8]=[CH:7][C:5]([NH2:6])=[CH:4][CH:3]=1.[F:9][C:10]1[CH:15]=[C:14]([F:16])[CH:13]=[CH:12][C:11]=1B(O)O.C([O-])([O-])=O.[K+].[K+].O. Product: [F:9][C:10]1[CH:15]=[C:14]([F:16])[CH:13]=[CH:12][C:11]=1[C:2]1[CH:8]=[CH:7][C:5]([NH2:6])=[CH:4][CH:3]=1. The catalyst class is: 800. (6) Reactant: [H-].[Na+].[CH3:3][O:4][C:5]1[CH:6]=[C:7]([CH2:11][C:12]#[N:13])[CH:8]=[CH:9][CH:10]=1.Br[CH2:15][CH2:16][O:17][CH2:18][CH2:19]Br. Product: [CH3:3][O:4][C:5]1[CH:6]=[C:7]([C:11]2([C:12]#[N:13])[CH2:19][CH2:18][O:17][CH2:16][CH2:15]2)[CH:8]=[CH:9][CH:10]=1. The catalyst class is: 37.